Regression/Classification. Given a drug SMILES string, predict its toxicity properties. Task type varies by dataset: regression for continuous values (e.g., LD50, hERG inhibition percentage) or binary classification for toxic/non-toxic outcomes (e.g., AMES mutagenicity, cardiotoxicity, hepatotoxicity). Dataset: herg_karim. From a dataset of hERG potassium channel inhibition data for cardiac toxicity prediction from Karim et al.. (1) The compound is CCCc1nn(C)c2c(=O)[nH]c(nc12)c3cc(ccc3OCC)S(=O)(=O)N4CCN(C)CC4. The result is 0 (non-blocker). (2) The drug is Cc1cc(OCCN2C[C@H](C)O[C@H](C)C2)nn1-c1ccc2ccccc2c1. The result is 1 (blocker). (3) The molecule is O=c1ccc2ncc(F)c3c2n1C[C@@]3(O)CC12CCC(NCc3cc4c(cc3F)OCCO4)(CC1)CO2. The result is 0 (non-blocker). (4) The molecule is CS(=O)(=O)Nc1ccc(OCC(O)CN(CCc2ccc(Cl)c(Cl)c2)Cc2ccccc2F)cc1. The result is 1 (blocker). (5) The molecule is COc1cc(Cl)cn2c(-c3cccc(NC4CNC4)n3)cnc12. The result is 0 (non-blocker). (6) The drug is COCC(=O)N1CCC[C@@H](c2nc(-c3ccc(C(=O)Nc4cc(C(F)(F)F)ccn4)cc3F)c3c(N)nccn23)C1. The result is 1 (blocker). (7) The drug is OC(c1cccnc1)(c1cccnc1)C(c1ccccc1)N1CCOCC1. The result is 0 (non-blocker). (8) The molecule is CC(NC(=O)C1(N)CCCN(c2ncnc3[nH]ccc23)C1)c1ccc(Cl)cc1. The result is 1 (blocker). (9) The molecule is CCOc1cc(N)c(Cl)cc1C(=O)NC[C@@H]1C[NH+](Cc2ccc(F)cc2)CCO1. The result is 1 (blocker).